This data is from Forward reaction prediction with 1.9M reactions from USPTO patents (1976-2016). The task is: Predict the product of the given reaction. Given the reactants [CH3:1][N:2]1[C:6]([C:7]2[CH:8]=[C:9]([C:13]([OH:15])=O)[O:10][C:11]=2[CH3:12])=[C:5]([CH3:16])[CH:4]=[N:3]1.[NH2:17][C@@H:18]([CH2:31][C:32]1[CH:37]=[CH:36][CH:35]=[CH:34][C:33]=1[C:38]([F:41])([F:40])[F:39])[CH2:19][N:20]1[C:28](=[O:29])[C:27]2[C:22](=[CH:23][CH:24]=[CH:25][CH:26]=2)[C:21]1=[O:30].C(N(CC)C(C)C)(C)C.F[P-](F)(F)(F)(F)F.Br[P+](N1CCCC1)(N1CCCC1)N1CCCC1, predict the reaction product. The product is: [CH3:1][N:2]1[C:6]([C:7]2[CH:8]=[C:9]([C:13]([NH:17][C@@H:18]([CH2:31][C:32]3[CH:37]=[CH:36][CH:35]=[CH:34][C:33]=3[C:38]([F:41])([F:39])[F:40])[CH2:19][N:20]3[C:28](=[O:29])[C:27]4[C:22](=[CH:23][CH:24]=[CH:25][CH:26]=4)[C:21]3=[O:30])=[O:15])[O:10][C:11]=2[CH3:12])=[C:5]([CH3:16])[CH:4]=[N:3]1.